Predict which catalyst facilitates the given reaction. From a dataset of Catalyst prediction with 721,799 reactions and 888 catalyst types from USPTO. (1) Reactant: CO[CH:3](OC)[CH2:4][CH:5](OC)OC.Cl.[C:13]([NH:17][NH2:18])([CH3:16])([CH3:15])[CH3:14].Cl. Product: [CH3:14][C:13]([N:17]1[CH:5]=[CH:4][CH:3]=[N:18]1)([CH3:16])[CH3:15]. The catalyst class is: 40. (2) Reactant: [CH3:1][O:2][C:3](=[O:32])[C@@H:4]([NH:14][C:15]([C:17]1[CH:26]=[C:25]([O:27][CH2:28][C:29](O)=[O:30])[C:24]2[C:19](=[CH:20][CH:21]=[CH:22][CH:23]=2)[N:18]=1)=[O:16])[CH2:5][CH2:6][C:7]([O:9][C:10]([CH3:13])([CH3:12])[CH3:11])=[O:8].[CH2:33](Cl)CCl.FC1C(O)=C(F)C(F)=C(F)C=1F.FC(F)(F)C(O)=O.[CH:56]1([NH:59][C:60]([C@@H:62]2[CH2:66][CH2:65][CH2:64][NH:63]2)=[O:61])[CH2:58][CH2:57]1. Product: [CH3:1][O:2][C:3](=[O:32])[C@@H:4]([NH:14][C:15]([C:17]1[CH:26]=[C:25]([O:27][CH2:28][C:29]([N:63]2[CH2:64][CH2:65][CH2:66][C@H:62]2[C:60](=[O:61])[NH:59][CH:56]2[CH2:58][CH2:57][CH2:33]2)=[O:30])[C:24]2[C:19](=[CH:20][CH:21]=[CH:22][CH:23]=2)[N:18]=1)=[O:16])[CH2:5][CH2:6][C:7]([O:9][C:10]([CH3:13])([CH3:12])[CH3:11])=[O:8]. The catalyst class is: 34. (3) Reactant: [NH2:1][C:2]1[CH:3]=[C:4]([N+:9]([O-:11])=[O:10])[CH:5]=[CH:6][C:7]=1[NH2:8].[Cl:12][CH2:13][C:14](O)=O. Product: [Cl:12][CH2:13][C:14]1[NH:1][C:2]2[CH:3]=[C:4]([N+:9]([O-:11])=[O:10])[CH:5]=[CH:6][C:7]=2[N:8]=1. The catalyst class is: 33.